Dataset: Reaction yield outcomes from USPTO patents with 853,638 reactions. Task: Predict the reaction yield, written as a fraction of the theoretical maximum amount of product (1.0 means a 100% yield; for example, 0.34 means a 34% yield). (1) The reactants are [F:1][C:2]1[CH:27]=[C:26]([F:28])[CH:25]=[CH:24][C:3]=1[CH2:4][N:5]1[C:14]([C:15]2[CH:20]=[CH:19][C:18]([OH:21])=[CH:17][CH:16]=2)=[CH:13][C:12]2[C:7](=[CH:8][C:9]([F:22])=[CH:10][CH:11]=2)[C:6]1=[O:23].[C:29]1(B(O)O)[CH:34]=[CH:33][CH:32]=[CH:31][CH:30]=1.C(N(CC)CC)C. The catalyst is C(Cl)Cl.C([O-])(=O)C.[Cu+2].C([O-])(=O)C. The product is [F:1][C:2]1[CH:27]=[C:26]([F:28])[CH:25]=[CH:24][C:3]=1[CH2:4][N:5]1[C:14]([C:15]2[CH:16]=[CH:17][C:18]([O:21][C:29]3[CH:34]=[CH:33][CH:32]=[CH:31][CH:30]=3)=[CH:19][CH:20]=2)=[CH:13][C:12]2[C:7](=[CH:8][C:9]([F:22])=[CH:10][CH:11]=2)[C:6]1=[O:23]. The yield is 0.450. (2) The reactants are [Mg].BrCCBr.Br[C:7]1[CH:12]=[C:11]([O:13][CH3:14])[CH:10]=[C:9]([O:15][CH3:16])[CH:8]=1.[OH:17][C@:18]1([CH3:33])[CH2:27][CH2:26][C@@H:25]2[C@:20]([CH3:30])([CH2:21][CH2:22][CH2:23][C:24]2([CH3:29])[CH3:28])[C@H:19]1[CH:31]=[O:32].Cl. The catalyst is C1COCC1.O.CCOC(C)=O. The product is [CH3:16][O:15][C:9]1[CH:8]=[C:7]([CH:31]([OH:32])[C@@H:19]2[C@:20]3([CH3:30])[C@H:25]([C:24]([CH3:28])([CH3:29])[CH2:23][CH2:22][CH2:21]3)[CH2:26][CH2:27][C@@:18]2([CH3:33])[OH:17])[CH:12]=[C:11]([O:13][CH3:14])[CH:10]=1. The yield is 0.250. (3) The yield is 0.370. The catalyst is CN(C=O)C.C(OCC)(=O)C. The reactants are [C:1]1([S:7]([N:10]2[C:14]3[CH:15]=[N:16][C:17]([C:20]#[N:21])=[C:18]([OH:19])[C:13]=3[C:12]3[CH:22]=[C:23]([Br:26])[CH:24]=[N:25][C:11]2=3)(=[O:9])=[O:8])[CH:6]=[CH:5][CH:4]=[CH:3][CH:2]=1.[CH3:27][O:28][CH2:29][CH2:30]O.C1(P(C2C=CC=CC=2)C2C=CC=CC=2)C=CC=CC=1.N(C(OCC)=O)=NC(OCC)=O. The product is [C:1]1([S:7]([N:10]2[C:14]3[CH:15]=[N:16][C:17]([C:20]#[N:21])=[C:18]([O:19][CH2:30][CH2:29][O:28][CH3:27])[C:13]=3[C:12]3[CH:22]=[C:23]([Br:26])[CH:24]=[N:25][C:11]2=3)(=[O:8])=[O:9])[CH:2]=[CH:3][CH:4]=[CH:5][CH:6]=1. (4) The reactants are [OH-].[Li+].[CH3:3][C:4]([O:7][C:8]([NH:10][C:11]1[CH:12]=[CH:13][CH:14]=[C:15]2[C:19]=1[NH:18][C:17]([C:20]([O:22]CC)=[O:21])=[CH:16]2)=[O:9])([CH3:6])[CH3:5].CO.O. The catalyst is C1COCC1. The product is [CH3:6][C:4]([O:7][C:8]([NH:10][C:11]1[CH:12]=[CH:13][CH:14]=[C:15]2[C:19]=1[NH:18][C:17]([C:20]([OH:22])=[O:21])=[CH:16]2)=[O:9])([CH3:3])[CH3:5]. The yield is 0.900. (5) The reactants are [CH3:1][O:2][C:3](=[O:16])[C:4]1[CH:9]=[CH:8][C:7]([O:10][CH2:11][C:12]([OH:14])=O)=[C:6]([CH3:15])[CH:5]=1.Cl.Cl.[CH3:19][C:20]([CH3:30])([CH3:29])[CH2:21][CH2:22][N:23]1[CH2:28][CH2:27][NH:26][CH2:25][CH2:24]1. The catalyst is CN(C1C=CN=CC=1)C.ClCCl.C(N(CC)CC)C. The product is [CH3:1][O:2][C:3](=[O:16])[C:4]1[CH:9]=[CH:8][C:7]([O:10][CH2:11][C:12]([N:26]2[CH2:27][CH2:28][N:23]([CH2:22][CH2:21][C:20]([CH3:30])([CH3:29])[CH3:19])[CH2:24][CH2:25]2)=[O:14])=[C:6]([CH3:15])[CH:5]=1. The yield is 0.550. (6) The reactants are [I:1][C:2]1[C:10]2[C:5](=[N:6][CH:7]=[N:8][C:9]=2[NH:11]C(=O)OC(C)(C)C)[N:4]([C:19]2[CH:24]=[CH:23][CH:22]=[C:21]([NH:25][CH3:26])[CH:20]=2)[N:3]=1.[C:27](Cl)(=[O:30])[CH:28]=[CH2:29].C(O)(C(F)(F)F)=O. The catalyst is C(Cl)Cl. The product is [NH2:11][C:9]1[N:8]=[CH:7][N:6]=[C:5]2[N:4]([C:19]3[CH:20]=[C:21]([N:25]([CH3:26])[C:27](=[O:30])[CH:28]=[CH2:29])[CH:22]=[CH:23][CH:24]=3)[N:3]=[C:2]([I:1])[C:10]=12. The yield is 0.950. (7) The reactants are C[O:2][C:3]([C:5]1[S:6][C:7]([C:11]2[CH:16]=[CH:15][CH:14]=[CH:13][CH:12]=2)=[CH:8][C:9]=1[I:10])=[O:4].[Li]. The catalyst is O1CCOCC1.O. The product is [I:10][C:9]1[CH:8]=[C:7]([C:11]2[CH:16]=[CH:15][CH:14]=[CH:13][CH:12]=2)[S:6][C:5]=1[C:3]([OH:4])=[O:2]. The yield is 0.970. (8) The reactants are [C:1]1([CH:7]=[CH:8][C:9]2[CH:14]=[CH:13][CH:12]=[CH:11][CH:10]=2)[CH:6]=[CH:5][CH:4]=[CH:3][CH:2]=1.C1(/C=C/C2C=CC=CC=2)C=CC=CC=1.C([NH2:37])(=O)CCCC(O)=O.[Br-].C([P+](C1C=CC=CC=1)(C1C=CC=CC=1)C1C=CC=CC=1)C1C=CC=CC=1.C([Li])CCC.[N+](C1C=CC(C=O)=CC=1)([O-])=O.[N+](C1C=CC(/C=C/C2C=CC=CC=2)=CC=1)([O-])=O.Cl[Sn]Cl.O. The catalyst is O1CCCC1.C(O)C.CCOC(C)=O.O. The product is [NH2:37][C:4]1[CH:5]=[CH:6][C:1](/[CH:7]=[CH:8]/[C:9]2[CH:10]=[CH:11][CH:12]=[CH:13][CH:14]=2)=[CH:2][CH:3]=1. The yield is 0.990. (9) The reactants are [NH2:1][C:2]([C:4]1[CH:5]=[N:6][C:7]2[C:12]([C:13]=1[NH:14][C:15]1[CH:16]=[C:17]([CH:23]=[CH:24][CH:25]=1)[C:18]([O:20][CH2:21][CH3:22])=[O:19])=[CH:11][CH:10]=[C:9](Br)[CH:8]=2)=[O:3].[CH3:27][O:28][C:29]1[N:34]=[C:33]([O:35][CH3:36])[C:32](B(O)O)=[CH:31][N:30]=1.C(=O)(O)[O-].[Na+]. The catalyst is O1CCOCC1.O.C1C=CC([P]([Pd]([P](C2C=CC=CC=2)(C2C=CC=CC=2)C2C=CC=CC=2)([P](C2C=CC=CC=2)(C2C=CC=CC=2)C2C=CC=CC=2)[P](C2C=CC=CC=2)(C2C=CC=CC=2)C2C=CC=CC=2)(C2C=CC=CC=2)C2C=CC=CC=2)=CC=1. The product is [NH2:1][C:2]([C:4]1[CH:5]=[N:6][C:7]2[C:12]([C:13]=1[NH:14][C:15]1[CH:16]=[C:17]([CH:23]=[CH:24][CH:25]=1)[C:18]([O:20][CH2:21][CH3:22])=[O:19])=[CH:11][CH:10]=[C:9]([C:32]1[C:33]([O:35][CH3:36])=[N:34][C:29]([O:28][CH3:27])=[N:30][CH:31]=1)[CH:8]=2)=[O:3]. The yield is 0.530. (10) The reactants are [F:1][C:2]1[CH:10]=[C:9]2[C:5]([C:6]([CH:11]=[O:12])=[CH:7][NH:8]2)=[CH:4][CH:3]=1.N1C2C(=CC=CC=2)C=[C:14]1C(OCC)=O. No catalyst specified. The product is [F:1][C:2]1[CH:10]=[C:9]2[C:5]([C:6]([CH:11]=[O:12])=[CH:7][N:8]2[CH3:14])=[CH:4][CH:3]=1. The yield is 0.940.